From a dataset of Full USPTO retrosynthesis dataset with 1.9M reactions from patents (1976-2016). Predict the reactants needed to synthesize the given product. (1) Given the product [CH3:1][C:2]1[CH:3]=[CH:4][C:5]([CH2:6][C:7]2[CH:11]=[C:10]([C:12]([O:14][CH2:15][CH3:16])=[O:13])[N:9]([CH2:26][CH2:27][CH3:28])[N:8]=2)=[CH:17][CH:18]=1, predict the reactants needed to synthesize it. The reactants are: [CH3:1][C:2]1[CH:18]=[CH:17][C:5]([CH2:6][C:7]2[CH:11]=[C:10]([C:12]([O:14][CH2:15][CH3:16])=[O:13])[NH:9][N:8]=2)=[CH:4][CH:3]=1.C(=O)([O-])[O-].[K+].[K+].I[CH2:26][CH2:27][CH3:28]. (2) Given the product [CH2:1]([N:3]([C:12]1[CH:13]=[CH:14][C:15]([CH3:28])=[C:16]2[C:20]=1[NH:19][C:18]([C:21]1[S:22][C:23]([CH2:26][OH:27])=[CH:24][N:25]=1)=[CH:17]2)[S:4]([C:7]1[S:8][CH:9]=[CH:10][CH:11]=1)(=[O:5])=[O:6])[CH3:2], predict the reactants needed to synthesize it. The reactants are: [CH2:1]([N:3]([C:12]1[CH:13]=[CH:14][C:15]([CH3:28])=[C:16]2[C:20]=1[NH:19][C:18]([C:21]1[S:22][C:23]([CH:26]=[O:27])=[CH:24][N:25]=1)=[CH:17]2)[S:4]([C:7]1[S:8][CH:9]=[CH:10][CH:11]=1)(=[O:6])=[O:5])[CH3:2].CO.[BH4-].[Na+].C(O)(=O)CC(CC(O)=O)(C(O)=O)O. (3) Given the product [O:46]=[C:10]1[CH:11]=[C:12]([NH:15][C:16]([CH:18]2[NH:22][CH:21]([CH2:23][C:24]([CH3:27])([CH3:25])[CH3:26])[C:20]3([C:35]4[C:30](=[CH:31][C:32]([Cl:36])=[CH:33][CH:34]=4)[NH:29][C:28]3=[O:37])[CH:19]2[C:38]2[CH:43]=[CH:42][CH:41]=[C:40]([Cl:44])[C:39]=2[F:45])=[O:17])[CH:13]=[CH:14][N:9]1[CH2:8][CH2:7][CH3:51], predict the reactants needed to synthesize it. The reactants are: C([Si](C)(C)O[CH2:7][CH2:8][N:9]1[CH:14]=[CH:13][C:12]([NH:15][C:16]([CH:18]2[NH:22][CH:21]([CH2:23][C:24]([CH3:27])([CH3:26])[CH3:25])[C:20]3([C:35]4[C:30](=[CH:31][C:32]([Cl:36])=[CH:33][CH:34]=4)[NH:29][C:28]3=[O:37])[CH:19]2[C:38]2[CH:43]=[CH:42][CH:41]=[C:40]([Cl:44])[C:39]=2[F:45])=[O:17])=[CH:11][C:10]1=[O:46])(C)(C)C.Cl.O1CCC[CH2:51]1. (4) Given the product [OH:17]/[N:16]=[C:1](/[C:2]1[CH:7]=[CH:6][CH:5]=[CH:4][CH:3]=1)\[CH2:9][CH2:10][C:11]([O:13][CH3:14])=[O:12], predict the reactants needed to synthesize it. The reactants are: [C:1]([CH2:9][CH2:10][C:11]([O:13][CH3:14])=[O:12])(=O)[C:2]1[CH:7]=[CH:6][CH:5]=[CH:4][CH:3]=1.Cl.[NH2:16][OH:17].C([O-])(=O)C.[Na+].